From a dataset of Forward reaction prediction with 1.9M reactions from USPTO patents (1976-2016). Predict the product of the given reaction. (1) Given the reactants C([Li])CCC.[Cl:6][C:7]1[N:12]=[CH:11][C:10]([NH:13][C:14](=[O:20])[O:15][C:16]([CH3:19])([CH3:18])[CH3:17])=[CH:9][CH:8]=1.CN(C)CCN(C)C.[I:29]I.[Cl-].[NH4+], predict the reaction product. The product is: [Cl:6][C:7]1[N:12]=[CH:11][C:10]([NH:13][C:14](=[O:20])[O:15][C:16]([CH3:17])([CH3:19])[CH3:18])=[C:9]([I:29])[CH:8]=1. (2) Given the reactants [CH:1](=[S:3])[CH3:2].[C:4]([CH2:6][C:7]([NH2:9])=[O:8])#[N:5], predict the reaction product. The product is: [NH2:5][C:4]1[S:3][CH:1]=[CH:2][C:6]=1[C:7]([NH2:9])=[O:8].